The task is: Regression. Given two drug SMILES strings and cell line genomic features, predict the synergy score measuring deviation from expected non-interaction effect.. This data is from NCI-60 drug combinations with 297,098 pairs across 59 cell lines. (1) Drug 1: CC1=CC=C(C=C1)C2=CC(=NN2C3=CC=C(C=C3)S(=O)(=O)N)C(F)(F)F. Drug 2: C1=CN(C(=O)N=C1N)C2C(C(C(O2)CO)O)O.Cl. Cell line: LOX IMVI. Synergy scores: CSS=40.1, Synergy_ZIP=-4.54, Synergy_Bliss=-6.20, Synergy_Loewe=-2.28, Synergy_HSA=-1.11. (2) Drug 1: CCC1=C2CN3C(=CC4=C(C3=O)COC(=O)C4(CC)O)C2=NC5=C1C=C(C=C5)O. Drug 2: CCC1(C2=C(COC1=O)C(=O)N3CC4=CC5=C(C=CC(=C5CN(C)C)O)N=C4C3=C2)O.Cl. Cell line: HOP-92. Synergy scores: CSS=24.8, Synergy_ZIP=-8.99, Synergy_Bliss=3.32, Synergy_Loewe=1.81, Synergy_HSA=3.46.